Task: Regression/Classification. Given a drug SMILES string, predict its toxicity properties. Task type varies by dataset: regression for continuous values (e.g., LD50, hERG inhibition percentage) or binary classification for toxic/non-toxic outcomes (e.g., AMES mutagenicity, cardiotoxicity, hepatotoxicity). Dataset: herg_karim.. Dataset: hERG potassium channel inhibition data for cardiac toxicity prediction from Karim et al. (1) The molecule is CCOC(=O)C1=C(N)Oc2ccc(Br)cc2C1C(C#N)C(=O)OCC. The result is 0 (non-blocker). (2) The molecule is CC(C)(N)c1cc(C(=O)N[C@@H]2CCc3ccc(Oc4ccnc5c4CCC(=O)N5)cc3C2)cc(C(F)(F)F)c1.Cl.Cl. The result is 1 (blocker).